Dataset: Forward reaction prediction with 1.9M reactions from USPTO patents (1976-2016). Task: Predict the product of the given reaction. The product is: [F:1][C:2]1[C:10]([C:11]2[CH:12]=[CH:13][C:14]([O:17][CH2:18][CH2:19][CH2:20][OH:21])=[CH:15][CH:16]=2)=[C:9]([F:22])[CH:8]=[C:7]2[C:3]=1[C:4]([C:23]([OH:31])=[O:24])=[CH:5][NH:6]2. Given the reactants [F:1][C:2]1[C:10]([C:11]2[CH:16]=[CH:15][C:14]([O:17][CH2:18][CH2:19][CH2:20][OH:21])=[CH:13][CH:12]=2)=[C:9]([F:22])[CH:8]=[C:7]2[C:3]=1[C:4]([CH:23]=[O:24])=[CH:5][NH:6]2.CC(=CC)C.Cl([O-])=[O:31].[Na+].P([O-])(O)(O)=O.[Na+], predict the reaction product.